Dataset: Full USPTO retrosynthesis dataset with 1.9M reactions from patents (1976-2016). Task: Predict the reactants needed to synthesize the given product. (1) The reactants are: [CH2:1]1[C:10]2[C:5](=[CH:6][CH:7]=[CH:8][CH:9]=2)[CH2:4][CH2:3][N:2]1[C:11]1[N:12]=[C:13]([CH:30]=[O:31])[CH:14]=[C:15]2[C:19]([CH3:20])=[C:18]([CH3:21])[N:17]([CH2:22][C:23]3[CH:28]=[CH:27][CH:26]=[C:25]([F:29])[CH:24]=3)[C:16]=12.[ClH:32]. Given the product [ClH:32].[CH2:1]1[C:10]2[C:5](=[CH:6][CH:7]=[CH:8][CH:9]=2)[CH2:4][CH2:3][N:2]1[C:11]1[N:12]=[C:13]([CH:30]=[O:31])[CH:14]=[C:15]2[C:19]([CH3:20])=[C:18]([CH3:21])[N:17]([CH2:22][C:23]3[CH:28]=[CH:27][CH:26]=[C:25]([F:29])[CH:24]=3)[C:16]=12, predict the reactants needed to synthesize it. (2) The reactants are: [Na+].[CH3:2][S:3]([O-:5])=[O:4].[Br:6][C:7]1[CH:12]=[C:11]([N+]([O-])=O)[CH:10]=[C:9]([Br:16])[N:8]=1. Given the product [Br:6][C:7]1[CH:12]=[C:11]([S:3]([CH3:2])(=[O:5])=[O:4])[CH:10]=[C:9]([Br:16])[N:8]=1, predict the reactants needed to synthesize it.